Dataset: Forward reaction prediction with 1.9M reactions from USPTO patents (1976-2016). Task: Predict the product of the given reaction. (1) Given the reactants [CH3:1][O:2][C:3]1[N:8]=[CH:7][C:6]([NH:9][C:10]2[C:15]([C:16]3[N:24]=[C:23]([CH3:25])[N:22]=[C:21]4[C:17]=3[N:18]=[CH:19][N:20]4C3CCCCO3)=[CH:14][C:13]([CH:32]=[CH2:33])=[CH:12][N:11]=2)=[CH:5][CH:4]=1.C(O)(C(F)(F)F)=O, predict the reaction product. The product is: [CH2:32]([C:13]1[CH:14]=[C:15]([C:16]2[N:24]=[C:23]([CH3:25])[N:22]=[C:21]3[C:17]=2[N:18]=[CH:19][NH:20]3)[C:10]([NH:9][C:6]2[CH:7]=[N:8][C:3]([O:2][CH3:1])=[CH:4][CH:5]=2)=[N:11][CH:12]=1)[CH3:33]. (2) The product is: [CH:1]([C:4]1[CH:9]=[CH:8][C:7]([S:10]([NH:13][C:14]2[C:15]3[CH2:16][CH2:17][C@@H:18]([NH:24][CH2:25][CH2:26][CH3:27])[CH2:19][C:20]=3[CH:21]=[CH:22][CH:23]=2)(=[O:11])=[O:12])=[CH:6][CH:5]=1)([CH3:3])[CH3:2]. Given the reactants [CH:1]([C:4]1[CH:9]=[CH:8][C:7]([S:10]([NH:13][C:14]2[CH:23]=[CH:22][CH:21]=[C:20]3[C:15]=2[CH2:16][CH2:17][C@@H:18]([NH:24][C:25](=O)[CH2:26][CH3:27])[CH2:19]3)(=[O:12])=[O:11])=[CH:6][CH:5]=1)([CH3:3])[CH3:2].Cl, predict the reaction product. (3) Given the reactants [NH:1]1[CH:5]=[C:4]([C:6]2[C:7]([C:12]3[CH:17]=[CH:16][CH:15]=[CH:14][CH:13]=3)=[N:8][O:9][C:10]=2[CH3:11])[N:3]=[CH:2]1.[CH2:18]([O:20][C:21]1[CH:22]=[C:23](B(O)O)[CH:24]=[CH:25][CH:26]=1)[CH3:19], predict the reaction product. The product is: [CH2:18]([O:20][C:21]1[CH:26]=[C:25]([N:1]2[CH:5]=[C:4]([C:6]3[C:7]([C:12]4[CH:13]=[CH:14][CH:15]=[CH:16][CH:17]=4)=[N:8][O:9][C:10]=3[CH3:11])[N:3]=[CH:2]2)[CH:24]=[CH:23][CH:22]=1)[CH3:19]. (4) Given the reactants C(OC([N:8](C(OC(C)(C)C)=O)[C:9]1[C:14]([C:15]2[O:19][C:18]([C:20]3[CH:25]=[CH:24][C:23]([CH2:26][N:27](C)[C:28](=O)OC(C)(C)C)=[CH:22][CH:21]=3)=[N:17][N:16]=2)=[CH:13][C:12]([C:36]2[CH:41]=[CH:40][C:39]([S:42]([CH:45]([CH3:47])[CH3:46])(=[O:44])=[O:43])=[CH:38][N:37]=2)=[CH:11][N:10]=1)=O)(C)(C)C.C(O)(C(F)(F)F)=O, predict the reaction product. The product is: [CH:45]([S:42]([C:39]1[CH:40]=[CH:41][C:36]([C:12]2[CH:13]=[C:14]([C:15]3[O:19][C:18]([C:20]4[CH:21]=[CH:22][C:23]([CH2:26][NH:27][CH3:28])=[CH:24][CH:25]=4)=[N:17][N:16]=3)[C:9]([NH2:8])=[N:10][CH:11]=2)=[N:37][CH:38]=1)(=[O:43])=[O:44])([CH3:47])[CH3:46]. (5) Given the reactants C([O-])=O.[NH4+].[O:5]=[S:6]1(=[O:22])[C:11]2[CH:12]=[C:13]([N+:16]([O-])=O)[CH:14]=[CH:15][C:10]=2[N:9]2[CH2:19][CH2:20][CH2:21][CH:8]2[NH:7]1, predict the reaction product. The product is: [O:22]=[S:6]1(=[O:5])[C:11]2[CH:12]=[C:13]([NH2:16])[CH:14]=[CH:15][C:10]=2[N:9]2[CH2:19][CH2:20][CH2:21][CH:8]2[NH:7]1.